Dataset: Reaction yield outcomes from USPTO patents with 853,638 reactions. Task: Predict the reaction yield, written as a fraction of the theoretical maximum amount of product (1.0 means a 100% yield; for example, 0.34 means a 34% yield). The product is [CH3:1][O:2][CH2:3][C:4]1[CH:9]=[CH:8][CH:7]=[CH:6][C:5]=1[NH2:10]. The catalyst is [Pd].C(O)C. The yield is 0.975. The reactants are [CH3:1][O:2][CH2:3][C:4]1[CH:9]=[CH:8][CH:7]=[CH:6][C:5]=1[N+:10]([O-])=O.